Dataset: Forward reaction prediction with 1.9M reactions from USPTO patents (1976-2016). Task: Predict the product of the given reaction. Given the reactants [Cl:1][C:2]1[CH:3]=[C:4]2[C:9](=[C:10]([N+:12]([O-])=O)[CH:11]=1)[N:8]=[CH:7][CH:6]=[CH:5]2.C(O)(=O)C.[OH-].[Na+].C(OCC)(=O)C, predict the reaction product. The product is: [Cl:1][C:2]1[CH:3]=[C:4]2[C:9](=[C:10]([NH2:12])[CH:11]=1)[N:8]=[CH:7][CH:6]=[CH:5]2.